This data is from Catalyst prediction with 721,799 reactions and 888 catalyst types from USPTO. The task is: Predict which catalyst facilitates the given reaction. (1) Reactant: C[O:2][C:3](=[O:12])[C:4]1[CH:9]=[CH:8][CH:7]=[N:6][C:5]=1[O:10][CH3:11].[OH-].[Na+].Cl. Product: [CH3:11][O:10][C:5]1[N:6]=[CH:7][CH:8]=[CH:9][C:4]=1[C:3]([OH:12])=[O:2]. The catalyst class is: 24. (2) Reactant: [CH3:1][O:2][C:3]1[CH:4]=[C:5]([C:13]2[CH:14]=[CH:15][C:16]([N:19]([CH3:42])[CH2:20][CH2:21][N:22]([C:24]3[CH:29]=[CH:28][C:27]([C:30]4[CH:35]=[C:34]([O:36][CH3:37])[C:33]([O:38][CH3:39])=[C:32]([O:40][CH3:41])[CH:31]=4)=[CH:26][N:25]=3)[CH3:23])=[N:17][CH:18]=2)[CH:6]=[C:7]([O:11][CH3:12])[C:8]=1[O:9][CH3:10].[CH3:43][S:44]([OH:47])(=[O:46])=[O:45]. Product: [CH3:43][S:44]([OH:47])(=[O:46])=[O:45].[CH3:43][S:44]([OH:47])(=[O:46])=[O:45].[CH3:37][O:36][C:34]1[CH:35]=[C:30]([C:27]2[CH:28]=[CH:29][C:24]([N:22]([CH3:23])[CH2:21][CH2:20][N:19]([C:16]3[CH:15]=[CH:14][C:13]([C:5]4[CH:6]=[C:7]([O:11][CH3:12])[C:8]([O:9][CH3:10])=[C:3]([O:2][CH3:1])[CH:4]=4)=[CH:18][N:17]=3)[CH3:42])=[N:25][CH:26]=2)[CH:31]=[C:32]([O:40][CH3:41])[C:33]=1[O:38][CH3:39]. The catalyst class is: 5. (3) Reactant: [CH2:1]([N:8]1[CH2:12][CH:11]([C:13]([O:15]CC)=[O:14])[C:10]2([C:26]3[C:21](=[CH:22][CH:23]=[CH:24][CH:25]=3)[CH2:20][CH2:19][CH2:18]2)[CH2:9]1)[C:2]1[CH:7]=[CH:6][CH:5]=[CH:4][CH:3]=1.[OH-].[Na+].Cl. Product: [CH2:1]([N:8]1[CH2:12][CH:11]([C:13]([OH:15])=[O:14])[C:10]2([C:26]3[C:21](=[CH:22][CH:23]=[CH:24][CH:25]=3)[CH2:20][CH2:19][CH2:18]2)[CH2:9]1)[C:2]1[CH:7]=[CH:6][CH:5]=[CH:4][CH:3]=1. The catalyst class is: 87. (4) Reactant: [Br:1][C:2]1[CH:7]=[CH:6][C:5]([C@@H:8]2[NH:12][C@H:11]([C:13]([O:15][CH3:16])=[O:14])[CH2:10][CH2:9]2)=[CH:4][CH:3]=1.[C:17](O[C:17]([O:19][C:20]([CH3:23])([CH3:22])[CH3:21])=[O:18])([O:19][C:20]([CH3:23])([CH3:22])[CH3:21])=[O:18]. Product: [Br:1][C:2]1[CH:3]=[CH:4][C:5]([C@@H:8]2[N:12]([C:17]([O:19][C:20]([CH3:23])([CH3:22])[CH3:21])=[O:18])[C@H:11]([C:13]([O:15][CH3:16])=[O:14])[CH2:10][CH2:9]2)=[CH:6][CH:7]=1. The catalyst class is: 2. (5) Reactant: [O:1]=[C:2]1[C:10]2[S:9][C:8]([NH:11][C:12](=[O:14])[CH3:13])=[N:7][C:6]=2[CH2:5][CH2:4][CH2:3]1.[Li+].C[Si]([N-][Si](C)(C)C)(C)C.N1([C:30]([CH:32]2[CH2:34][CH2:33]2)=[O:31])C=CN=C1.P([O-])([O-])([O-])=O. Product: [CH:32]1([C:30]([CH:3]2[CH2:4][CH2:5][C:6]3[N:7]=[C:8]([NH:11][C:12](=[O:14])[CH3:13])[S:9][C:10]=3[C:2]2=[O:1])=[O:31])[CH2:34][CH2:33]1. The catalyst class is: 1. (6) Reactant: O=O.[CH3:3][O:4][C:5]1[C:10]([N+:11]([O-])=O)=[C:9]([C:14]([O:16][CH2:17][CH3:18])=[O:15])[CH:8]=[C:7]([CH3:19])[N:6]=1.[H][H]. Product: [NH2:11][C:10]1[C:5]([O:4][CH3:3])=[N:6][C:7]([CH3:19])=[CH:8][C:9]=1[C:14]([O:16][CH2:17][CH3:18])=[O:15]. The catalyst class is: 99. (7) Reactant: [CH3:1][O:2][C:3](=[O:11])[C:4]1[C:5](=[CH:7][CH:8]=[CH:9][CH:10]=1)[NH2:6].C(O)(=O)C.[Br:16][C:17]1[CH:22]=[C:21]([CH:23]=O)[CH:20]=[CH:19][N:18]=1.C([BH3-])#N.[Na+]. Product: [CH3:1][O:2][C:3](=[O:11])[C:4]1[CH:10]=[CH:9][CH:8]=[CH:7][C:5]=1[NH:6][CH2:23][C:21]1[CH:20]=[CH:19][N:18]=[C:17]([Br:16])[CH:22]=1. The catalyst class is: 24.